This data is from Full USPTO retrosynthesis dataset with 1.9M reactions from patents (1976-2016). The task is: Predict the reactants needed to synthesize the given product. Given the product [CH3:1][O:2][C:3](=[O:17])[C:4]1[CH:5]=[C:6]([F:16])[CH:7]=[C:8]([CH2:10][C:18]#[N:19])[CH:9]=1, predict the reactants needed to synthesize it. The reactants are: [CH3:1][O:2][C:3](=[O:17])[C:4]1[CH:9]=[C:8]([CH2:10]OS(C)(=O)=O)[CH:7]=[C:6]([F:16])[CH:5]=1.[C-:18]#[N:19].[Na+].C1OCCOCCOCCOCCOCCOC1.